From a dataset of Full USPTO retrosynthesis dataset with 1.9M reactions from patents (1976-2016). Predict the reactants needed to synthesize the given product. Given the product [Cl:1][C:2]1[CH:3]=[CH:4][C:5]([CH2:6][NH:7][C:8]([C:10]2[C:11](=[O:23])[C:12]3[S:19][C:18]([CH2:20][N:38]([CH2:37][CH:36]([C:33]4[CH:32]=[CH:31][C:30]([CH2:29][N:27]([CH3:26])[CH3:28])=[CH:35][CH:34]=4)[OH:40])[CH3:39])=[C:17]([CH3:22])[C:13]=3[N:14]([CH3:16])[CH:15]=2)=[O:9])=[CH:24][CH:25]=1, predict the reactants needed to synthesize it. The reactants are: [Cl:1][C:2]1[CH:25]=[CH:24][C:5]([CH2:6][NH:7][C:8]([C:10]2[C:11](=[O:23])[C:12]3[S:19][C:18]([CH2:20]Cl)=[C:17]([CH3:22])[C:13]=3[N:14]([CH3:16])[CH:15]=2)=[O:9])=[CH:4][CH:3]=1.[CH3:26][N:27]([CH2:29][C:30]1[CH:35]=[CH:34][C:33]([CH:36]([OH:40])[CH2:37][NH:38][CH3:39])=[CH:32][CH:31]=1)[CH3:28].C(N(C(C)C)CC)(C)C.